This data is from Reaction yield outcomes from USPTO patents with 853,638 reactions. The task is: Predict the reaction yield, written as a fraction of the theoretical maximum amount of product (1.0 means a 100% yield; for example, 0.34 means a 34% yield). (1) The reactants are [C:1]([NH:18][C@H:19]([C:25](O)=O)[CH2:20][C:21]([CH3:24])([CH3:23])[CH3:22])([O:3]CC1C2C(=CC=CC=2)C2C1=CC=CC=2)=O.[NH2:28][C@H:29](C(O)=O)[CH2:30][CH:31]([CH3:33])[CH3:32]. No catalyst specified. The product is [CH3:24][C:21]([CH3:22])([CH3:23])[CH2:20][C@@H:19]1[NH:18][C:1](=[O:3])[C@H:29]([CH2:30][CH:31]([CH3:33])[CH3:32])[NH:28][CH2:25]1. The yield is 0.353. (2) The reactants are [Br:1][C:2]1[CH:7]=[CH:6][C:5]([C:8](=O)/[CH:9]=[CH:10]/[N:11](C)C)=[CH:4][CH:3]=1.Cl.[NH:16]([C:18]1[CH:23]=[C:22]([C:24]#[N:25])[CH:21]=[CH:20][N:19]=1)N. The catalyst is CO. The product is [Br:1][C:2]1[CH:3]=[CH:4][C:5]([C:8]2[N:16]([C:18]3[CH:23]=[C:22]([C:24]#[N:25])[CH:21]=[CH:20][N:19]=3)[N:11]=[CH:10][CH:9]=2)=[CH:6][CH:7]=1. The yield is 0.850. (3) The reactants are C[O:2][C:3]([C:5]1[N:10]=[CH:9][CH:8]=[CH:7][N:6]=1)=O.O.[NH2:12][NH2:13]. The catalyst is CCO. The product is [N:6]1[CH:7]=[CH:8][CH:9]=[N:10][C:5]=1[C:3]([NH:12][NH2:13])=[O:2]. The yield is 0.720. (4) The catalyst is C(O)C.CC(C)=O. The reactants are [Cl:1][CH2:2][CH2:3][CH2:4][CH2:5][O:6][C:7]1[CH:16]=[C:15]2[C:10]([CH2:11][CH2:12][C:13](=[O:17])[NH:14]2)=[CH:9][CH:8]=1.[F:18][C:19]1[CH:33]=[CH:32][C:22]2[C:23]([CH:26]3[CH2:31][CH2:30][NH:29][CH2:28][CH2:27]3)=[N:24][O:25][C:21]=2[CH:20]=1.C(=O)([O-])[O-].[K+].[K+].Cl.CCO. The yield is 0.420. The product is [ClH:1].[F:18][C:19]1[CH:33]=[CH:32][C:22]2[C:23]([CH:26]3[CH2:27][CH2:28][N:29]([CH2:2][CH2:3][CH2:4][CH2:5][O:6][C:7]4[CH:16]=[C:15]5[C:10]([CH2:11][CH2:12][C:13](=[O:17])[NH:14]5)=[CH:9][CH:8]=4)[CH2:30][CH2:31]3)=[N:24][O:25][C:21]=2[CH:20]=1.